Dataset: Reaction yield outcomes from USPTO patents with 853,638 reactions. Task: Predict the reaction yield, written as a fraction of the theoretical maximum amount of product (1.0 means a 100% yield; for example, 0.34 means a 34% yield). (1) The reactants are [Cl:1][C:2]1[C:3]([O:12][C:13]2[CH:18]=[C:17]([O:19][CH:20]([CH3:22])[CH3:21])[CH:16]=[CH:15][C:14]=2/[CH:23]=[CH:24]/[C:25]([OH:27])=O)=[N:4][CH:5]=[C:6]([C:8]([F:11])([F:10])[F:9])[CH:7]=1.[CH2:28]([S:33]([NH2:36])(=[O:35])=[O:34])[CH2:29][CH2:30][CH2:31][CH3:32].N12CCCN=C1CCCCC2. The catalyst is O1CCCC1. The yield is 0.350. The product is [Cl:1][C:2]1[C:3]([O:12][C:13]2[CH:18]=[C:17]([O:19][CH:20]([CH3:21])[CH3:22])[CH:16]=[CH:15][C:14]=2/[CH:23]=[CH:24]/[C:25]([NH:36][S:33]([CH2:28][CH2:29][CH2:30][CH2:31][CH3:32])(=[O:35])=[O:34])=[O:27])=[N:4][CH:5]=[C:6]([C:8]([F:9])([F:11])[F:10])[CH:7]=1. (2) The reactants are [Cl:1][C:2]1[CH:7]=[CH:6][C:5]([C:8]2[N:12]([CH:13]([CH3:15])[CH3:14])[C:11]([NH2:16])=[CH:10][N:9]=2)=[CH:4][CH:3]=1.[CH3:17][C:18]1[N:19]([CH:27]([CH3:31])[C:28](O)=[O:29])[CH:20]=[C:21]([C:23]([F:26])([F:25])[F:24])[N:22]=1.CN(C(ON1N=NC2C=CC=NC1=2)=[N+](C)C)C.F[P-](F)(F)(F)(F)F.CCN(CC)CC. The catalyst is C(Cl)Cl.C([O-])(O)=O.[Na+]. The product is [Cl:1][C:2]1[CH:3]=[CH:4][C:5]([C:8]2[N:12]([CH:13]([CH3:14])[CH3:15])[C:11]([NH:16][C:28](=[O:29])[CH:27]([N:19]3[CH:20]=[C:21]([C:23]([F:24])([F:26])[F:25])[N:22]=[C:18]3[CH3:17])[CH3:31])=[CH:10][N:9]=2)=[CH:6][CH:7]=1. The yield is 0.230. (3) The reactants are [CH2:1]([O:3][C:4](=[O:18])[NH:5][C:6]1[CH:7]=[CH:8][C:9]2[C:15](=[O:16])[CH2:14][CH2:13][CH2:12][CH2:11][C:10]=2[CH:17]=1)[CH3:2].C([Li])CCC.O1C[C@@H]1[CH2:27][NH:28][C:29](=[O:31])[CH3:30]. The catalyst is O1CCCC1. The product is [O:18]=[C:4]1[N:5]([C:6]2[CH:7]=[CH:8][C:9]3[C:15](=[O:16])[CH2:14][CH2:13][CH2:12][CH2:11][C:10]=3[CH:17]=2)[CH2:2][C@H:1]([CH2:27][NH:28][C:29](=[O:31])[CH3:30])[O:3]1. The yield is 0.490. (4) The reactants are [OH:1][CH2:2][C@H:3]1[CH2:8][CH2:7][C@H:6]([NH:9][C:10](=[O:16])[O:11][C:12]([CH3:15])([CH3:14])[CH3:13])[CH2:5][C@@H:4]1[O:17][CH3:18].[CH3:19][S:20](Cl)(=[O:22])=[O:21]. The catalyst is ClCCl. The product is [CH3:19][S:20]([O:1][CH2:2][C@H:3]1[CH2:8][CH2:7][C@H:6]([NH:9][C:10]([O:11][C:12]([CH3:13])([CH3:14])[CH3:15])=[O:16])[CH2:5][C@@H:4]1[O:17][CH3:18])(=[O:22])=[O:21]. The yield is 0.920. (5) The reactants are CC1C=CC(S(O)(=O)=O)=CC=1.[CH2:12]([C:15]1[C:20]2[C:21]([C:31]([O:33][CH3:34])=[O:32])=[C:22]([C:24]3[CH:29]=[CH:28][C:27]([F:30])=[CH:26][CH:25]=3)[O:23][C:19]=2[CH:18]=[CH:17][C:16]=1[OH:35])[CH:13]=[CH2:14].C(=O)([O-])[O-].[Na+].[Na+]. The catalyst is C1(C)C=CC=CC=1. The product is [F:30][C:27]1[CH:28]=[CH:29][C:24]([C:22]2[O:23][C:19]3[CH:18]=[CH:17][C:16]4[O:35][CH:13]([CH3:14])[CH2:12][C:15]=4[C:20]=3[C:21]=2[C:31]([O:33][CH3:34])=[O:32])=[CH:25][CH:26]=1. The yield is 0.500. (6) The reactants are [F:1][C:2]1[S:6][C:5]([C:7]23[CH2:15][NH:14][CH2:13][CH:12]2[CH2:11][S:10][C:9]([NH:16][C:17](=[O:24])[C:18]2[CH:23]=[CH:22][CH:21]=[CH:20][CH:19]=2)=[N:8]3)=[CH:4][CH:3]=1.C(N(C(C)C)CC)(C)C.Cl[C:35]1[N:40]=[CH:39][CH:38]=[CH:37][N:36]=1. The catalyst is O1CCOCC1.C(OCC)(=O)C. The product is [F:1][C:2]1[S:6][C:5]([C:7]23[CH2:15][N:14]([C:35]4[N:40]=[CH:39][CH:38]=[CH:37][N:36]=4)[CH2:13][CH:12]2[CH2:11][S:10][C:9]([NH:16][C:17](=[O:24])[C:18]2[CH:23]=[CH:22][CH:21]=[CH:20][CH:19]=2)=[N:8]3)=[CH:4][CH:3]=1. The yield is 0.690. (7) The reactants are [N+:1]([C:4]1[CH:5]=[C:6]([CH:14]=[CH:15][CH:16]=1)[CH2:7][N:8]1[CH2:13][CH2:12][O:11][CH2:10][CH2:9]1)([O-])=O.O.NN. The catalyst is C1COCC1.C(O)C.[Ni]. The product is [N:8]1([CH2:7][C:6]2[CH:5]=[C:4]([NH2:1])[CH:16]=[CH:15][CH:14]=2)[CH2:13][CH2:12][O:11][CH2:10][CH2:9]1. The yield is 0.980. (8) The reactants are [NH:1]1[C:5]2[CH:6]=[CH:7][C:8]([C:10]([OH:12])=O)=[CH:9][C:4]=2[N:3]=[CH:2]1.[NH:13]1[CH2:18][CH2:17][CH2:16][C@@H:15]2[C:19]3[CH:20]=[CH:21][C:22]([OH:26])=[CH:23][C:24]=3[CH2:25][C@H:14]12. No catalyst specified. The product is [NH:1]1[C:5]2[CH:6]=[CH:7][C:8]([C:10]([N:13]3[CH2:18][CH2:17][CH2:16][C@@H:15]4[C:19]5[CH:20]=[CH:21][C:22]([OH:26])=[CH:23][C:24]=5[CH2:25][C@H:14]34)=[O:12])=[CH:9][C:4]=2[N:3]=[CH:2]1. The yield is 0.180. (9) The reactants are [Cl:1][C:2]1[N:3]=[C:4](Cl)[C:5]2[CH2:10][CH2:9][CH:8]([C:11]3[CH:16]=[CH:15][CH:14]=[CH:13][CH:12]=3)[C:6]=2[N:7]=1.[CH3:18][CH:19]([NH2:21])[CH3:20].O. The catalyst is CN1C(=O)CCC1. The product is [Cl:1][C:2]1[N:3]=[C:4]([NH:21][CH:19]([CH3:20])[CH3:18])[C:5]2[CH2:10][CH2:9][CH:8]([C:11]3[CH:16]=[CH:15][CH:14]=[CH:13][CH:12]=3)[C:6]=2[N:7]=1. The yield is 0.820. (10) The reactants are [CH3:1][C:2]([CH3:8])([C:6]#[CH:7])[CH2:3][CH2:4][OH:5].[CH3:9][O:10][C:11]([C:13]1[S:14][C:15](I)=[CH:16][C:17]=1[N:18]([CH:28]1[CH2:33][CH2:32][CH:31]([O:34][Si:35]([C:38]([CH3:41])([CH3:40])[CH3:39])([CH3:37])[CH3:36])[CH2:30][CH2:29]1)[C:19]([CH:21]1[CH2:26][CH2:25][CH:24]([CH3:27])[CH2:23][CH2:22]1)=[O:20])=[O:12].C(N(CC)CC)C. The catalyst is CN(C=O)C.Cl[Pd](Cl)([P](C1C=CC=CC=1)(C1C=CC=CC=1)C1C=CC=CC=1)[P](C1C=CC=CC=1)(C1C=CC=CC=1)C1C=CC=CC=1.[Cu]I. The product is [CH3:9][O:10][C:11]([C:13]1[S:14][C:15]([C:7]#[C:6][C:2]([CH3:8])([CH3:1])[CH2:3][CH2:4][OH:5])=[CH:16][C:17]=1[N:18]([CH:28]1[CH2:29][CH2:30][CH:31]([O:34][Si:35]([C:38]([CH3:39])([CH3:41])[CH3:40])([CH3:36])[CH3:37])[CH2:32][CH2:33]1)[C:19]([CH:21]1[CH2:22][CH2:23][CH:24]([CH3:27])[CH2:25][CH2:26]1)=[O:20])=[O:12]. The yield is 0.900.